This data is from Forward reaction prediction with 1.9M reactions from USPTO patents (1976-2016). The task is: Predict the product of the given reaction. (1) Given the reactants I[C:2]1[CH:31]=[CH:30][C:5]2[N:6]([CH:10]([C:12]3[CH:17]=[CH:16][C:15]([O:18][CH2:19][C:20]4[CH:21]=[N:22][C:23]([O:26][CH3:27])=[CH:24][CH:25]=4)=[C:14]([O:28][CH3:29])[CH:13]=3)[CH3:11])[C:7]([NH2:9])=[N:8][C:4]=2[CH:3]=1.[F:32][C:33]1[CH:38]=[CH:37][C:36](B(O)O)=[CH:35][CH:34]=1.[O-]P([O-])([O-])=O.[K+].[K+].[K+].O, predict the reaction product. The product is: [F:32][C:33]1[CH:38]=[CH:37][C:36]([C:2]2[CH:31]=[CH:30][C:5]3[N:6]([CH:10]([C:12]4[CH:17]=[CH:16][C:15]([O:18][CH2:19][C:20]5[CH:21]=[N:22][C:23]([O:26][CH3:27])=[CH:24][CH:25]=5)=[C:14]([O:28][CH3:29])[CH:13]=4)[CH3:11])[C:7]([NH2:9])=[N:8][C:4]=3[CH:3]=2)=[CH:35][CH:34]=1. (2) Given the reactants [C:1]([O:5][C:6]([N:8]1[CH2:13][CH2:12][CH:11]([CH2:14][NH2:15])[CH2:10][CH2:9]1)=[O:7])([CH3:4])([CH3:3])[CH3:2].C([N:23]1[CH:27]=[CH:26][N:25]=[CH:24]1)([N:23]1[CH:27]=[CH:26][N:25]=[CH:24]1)=S.N1C=CN=C1.[CH2:33]([O:35][C:36](=[O:45])[C:37]1[CH:42]=CC(N)=[C:39](N)[CH:38]=1)[CH3:34].C(N=C=NC(C)C)(C)C, predict the reaction product. The product is: [CH2:33]([O:35][C:36]([C:37]1[CH:38]=[CH:39][C:26]2[NH:25][C:24]([NH:15][CH2:14][CH:11]3[CH2:12][CH2:13][N:8]([C:6]([O:5][C:1]([CH3:4])([CH3:3])[CH3:2])=[O:7])[CH2:9][CH2:10]3)=[N:23][C:27]=2[CH:42]=1)=[O:45])[CH3:34]. (3) Given the reactants [NH2:1][C:2]1[N:7]=[C:6]([N:8]2[CH2:32][CH2:31][C:11]3([CH2:15][N:14](C(OCC4C=CC=CC=4)=O)[C@H:13]([C:26]([O:28][CH2:29][CH3:30])=[O:27])[CH2:12]3)[CH2:10][CH2:9]2)[CH:5]=[C:4]([O:33][C@H:34]([C:39]2[CH:44]=[CH:43][C:42]([Cl:45])=[CH:41][C:40]=2[C:46]2[CH:51]=[CH:50][CH:49]=[CH:48][CH:47]=2)[C:35]([F:38])([F:37])[F:36])[N:3]=1.[Si](I)(C)(C)C.Cl, predict the reaction product. The product is: [NH2:1][C:2]1[N:7]=[C:6]([N:8]2[CH2:32][CH2:31][C:11]3([CH2:15][NH:14][C@H:13]([C:26]([O:28][CH2:29][CH3:30])=[O:27])[CH2:12]3)[CH2:10][CH2:9]2)[CH:5]=[C:4]([O:33][C@H:34]([C:39]2[CH:44]=[CH:43][C:42]([Cl:45])=[CH:41][C:40]=2[C:46]2[CH:51]=[CH:50][CH:49]=[CH:48][CH:47]=2)[C:35]([F:38])([F:37])[F:36])[N:3]=1. (4) Given the reactants Cl[C:2]1[N:7]=[CH:6][N:5]=[C:4]([C:8]([C:10]2[CH:19]=[C:18]([CH3:20])[C:13]3[NH:14][C:15](=[O:17])[O:16][C:12]=3[CH:11]=2)=[O:9])[CH:3]=1.[NH2:21][C:22]1[CH:23]=[C:24]2[C:37](=[CH:38][CH:39]=1)[CH2:36][C:26]1([C:34]3[C:29](=[N:30][CH:31]=[CH:32][CH:33]=3)[NH:28][C:27]1=[O:35])[CH2:25]2.C1(S(O)(=O)=O)C=CC=CC=1, predict the reaction product. The product is: [CH3:20][C:18]1[C:13]2[NH:14][C:15](=[O:17])[O:16][C:12]=2[CH:11]=[C:10]([C:8]([C:4]2[CH:3]=[C:2]([NH:21][C:22]3[CH:23]=[C:24]4[C:37](=[CH:38][CH:39]=3)[CH2:36][C:26]3([C:34]5[C:29](=[N:30][CH:31]=[CH:32][CH:33]=5)[NH:28][C:27]3=[O:35])[CH2:25]4)[N:7]=[CH:6][N:5]=2)=[O:9])[CH:19]=1. (5) Given the reactants [C:1]([O:4][CH2:5][C:6]1[C:11]2[C:12](=[O:34])[NH:13][N:14]([C:15]([C:28]3[CH:33]=[CH:32][CH:31]=[CH:30][CH:29]=3)([C:22]3[CH:27]=[CH:26][CH:25]=[CH:24][CH:23]=3)[C:16]3[CH:21]=[CH:20][CH:19]=[CH:18][CH:17]=3)[C:10]=2[CH:9]=[C:8]([Cl:35])[N:7]=1)(=[O:3])[CH3:2].C(=O)([O-])[O-].[K+].[K+].Br[CH2:43][CH2:44][OH:45], predict the reaction product. The product is: [C:1]([O:4][CH2:5][C:6]1[C:11]2[C:12]([O:34][CH2:43][CH2:44][OH:45])=[N:13][N:14]([C:15]([C:22]3[CH:23]=[CH:24][CH:25]=[CH:26][CH:27]=3)([C:28]3[CH:33]=[CH:32][CH:31]=[CH:30][CH:29]=3)[C:16]3[CH:21]=[CH:20][CH:19]=[CH:18][CH:17]=3)[C:10]=2[CH:9]=[C:8]([Cl:35])[N:7]=1)(=[O:3])[CH3:2].